Dataset: Catalyst prediction with 721,799 reactions and 888 catalyst types from USPTO. Task: Predict which catalyst facilitates the given reaction. (1) Reactant: [NH2:1][CH:2]([C:10]1[C:15]([O:16][CH3:17])=[CH:14][CH:13]=[CH:12][C:11]=1[O:18][CH3:19])[CH2:3][CH2:4][CH2:5][C:6]([O:8][CH3:9])=[O:7].CCN(C(C)C)C(C)C.[N:29]1[C:38]2[C:33](=[CH:34][CH:35]=[CH:36][CH:37]=2)[CH:32]=[C:31]([CH:39]=O)[CH:30]=1.[BH-](OC(C)=O)(OC(C)=O)OC(C)=O.[Na+].C([O-])(O)=O.[Na+]. Product: [CH3:19][O:18][C:11]1[CH:12]=[CH:13][CH:14]=[C:15]([O:16][CH3:17])[C:10]=1[CH:2]([NH:1][CH2:39][C:31]1[CH:30]=[N:29][C:38]2[C:33]([CH:32]=1)=[CH:34][CH:35]=[CH:36][CH:37]=2)[CH2:3][CH2:4][CH2:5][C:6]([O:8][CH3:9])=[O:7]. The catalyst class is: 279. (2) Reactant: [CH3:1][O:2][C:3]1[CH:15]=[C:14]([CH3:16])[CH:13]=[C:12]([O:17][CH3:18])[C:4]=1[C:5]([NH:7][NH:8][C:9]([NH2:11])=[NH:10])=O. Product: [NH2:10][C:9]1[N:11]=[C:5]([C:4]2[C:3]([O:2][CH3:1])=[CH:15][C:14]([CH3:16])=[CH:13][C:12]=2[O:17][CH3:18])[NH:7][N:8]=1. The catalyst class is: 400. (3) Reactant: [F:1][C:2]1[CH:3]=[C:4]([C:9]2([C:21]3[CH:26]=[C:25]([F:27])[CH:24]=[C:23]([F:28])[CH:22]=3)[O:13][C:12]3[CH:14]=[CH:15][C:16]([C:18]([OH:20])=O)=[CH:17][C:11]=3[O:10]2)[CH:5]=[C:6]([F:8])[CH:7]=1.CN(C(ON1N=[N:44][C:39]2C=[CH:41][CH:42]=[CH:43][C:38]1=2)=[N+](C)C)C.F[P-](F)(F)(F)(F)F.CN1CCOCC1.N1CCCCC1. Product: [F:28][C:23]1[CH:22]=[C:21]([C:9]2([C:4]3[CH:3]=[C:2]([F:1])[CH:7]=[C:6]([F:8])[CH:5]=3)[O:13][C:12]3[CH:14]=[CH:15][C:16]([C:18]([N:44]4[CH2:41][CH2:42][CH2:43][CH2:38][CH2:39]4)=[O:20])=[CH:17][C:11]=3[O:10]2)[CH:26]=[C:25]([F:27])[CH:24]=1. The catalyst class is: 399.